This data is from Catalyst prediction with 721,799 reactions and 888 catalyst types from USPTO. The task is: Predict which catalyst facilitates the given reaction. Product: [NH2:31][C:29]1[CH:28]=[CH:27][C:3]([O:4][C:5]2[CH:10]=[CH:9][N:8]=[C:7]3[CH:11]=[C:12]([C:14]4[CH:26]=[CH:25][C:17]([CH2:18][N:19]5[CH2:23][CH2:22][CH2:21][C:20]5=[O:24])=[CH:16][CH:15]=4)[S:13][C:6]=23)=[C:2]([F:1])[CH:30]=1. The catalyst class is: 314. Reactant: [F:1][C:2]1[CH:30]=[C:29]([N+:31]([O-])=O)[CH:28]=[CH:27][C:3]=1[O:4][C:5]1[CH:10]=[CH:9][N:8]=[C:7]2[CH:11]=[C:12]([C:14]3[CH:26]=[CH:25][C:17]([CH2:18][N:19]4[CH2:23][CH2:22][CH2:21][C:20]4=[O:24])=[CH:16][CH:15]=3)[S:13][C:6]=12.[Cl-].[NH4+].